This data is from Catalyst prediction with 721,799 reactions and 888 catalyst types from USPTO. The task is: Predict which catalyst facilitates the given reaction. (1) Reactant: C(N(CC)CC)C.[F:8][C:9]1[CH:10]=[C:11]([S:15](Cl)(=[O:17])=[O:16])[CH:12]=[CH:13][CH:14]=1.[CH3:19][C:20]1[C:21](=[O:49])[N:22]([C:37]2[CH:44]=[CH:43][C:40]([C:41]#[N:42])=[C:39]([C:45]([F:48])([F:47])[F:46])[CH:38]=2)[C:23](=[O:36])[C:24]=1[CH2:25][CH2:26][CH2:27][CH2:28][CH2:29][N:30]1[CH2:35][CH2:34][NH:33][CH2:32][CH2:31]1. Product: [F:8][C:9]1[CH:10]=[C:11]([S:15]([N:33]2[CH2:34][CH2:35][N:30]([CH2:29][CH2:28][CH2:27][CH2:26][CH2:25][C:24]3[C:23](=[O:36])[N:22]([C:37]4[CH:44]=[CH:43][C:40]([C:41]#[N:42])=[C:39]([C:45]([F:46])([F:47])[F:48])[CH:38]=4)[C:21](=[O:49])[C:20]=3[CH3:19])[CH2:31][CH2:32]2)(=[O:17])=[O:16])[CH:12]=[CH:13][CH:14]=1. The catalyst class is: 54. (2) Reactant: [C:1]([O:5][C:6]([N:8]1[CH2:13][CH2:12][C@@H:11]([CH2:14][N:15]=[N+:16]=[N-:17])[C@H:10](O)[CH2:9]1)=[O:7])([CH3:4])([CH3:3])[CH3:2].COCCN(S(F)(F)[F:29])CCOC.C(=O)(O)[O-].[Na+]. Product: [C:1]([O:5][C:6]([N:8]1[CH2:13][CH2:12][C@H:11]([CH2:14][N:15]=[N+:16]=[N-:17])[C@H:10]([F:29])[CH2:9]1)=[O:7])([CH3:4])([CH3:3])[CH3:2]. The catalyst class is: 4. (3) Reactant: [CH2:1]([O:3][C:4]([C@@H:6]1[C@@H:10]([C:11]([OH:13])=O)[CH2:9][N:8]([C:14]([O:16][C:17]([CH3:20])([CH3:19])[CH3:18])=[O:15])[CH2:7]1)=[O:5])[CH3:2].C(N(CC)C(C)C)(C)C.C1N(P(Cl)(N2C(=O)OCC2)=O)C(=O)OC1.[NH2:45][C:46]1[CH:51]=[CH:50][C:49]([N:52]2[CH:57]=[CH:56][CH:55]=[CH:54][C:53]2=[O:58])=[CH:48][C:47]=1[F:59]. Product: [CH2:1]([O:3][C:4]([C@@H:6]1[C@@H:10]([C:11](=[O:13])[NH:45][C:46]2[CH:51]=[CH:50][C:49]([N:52]3[CH:57]=[CH:56][CH:55]=[CH:54][C:53]3=[O:58])=[CH:48][C:47]=2[F:59])[CH2:9][N:8]([C:14]([O:16][C:17]([CH3:20])([CH3:19])[CH3:18])=[O:15])[CH2:7]1)=[O:5])[CH3:2]. The catalyst class is: 10. (4) Product: [CH2:4]([N:11]1[CH2:25][CH2:24][N:14]2[C:15]3[N:23]=[CH:22][CH:21]=[CH:20][C:16]=3[N:17]([CH3:26])[CH2:18][CH2:19][CH:13]2[CH2:12]1)[C:5]1[CH:10]=[CH:9][CH:8]=[CH:7][CH:6]=1. Reactant: C(O)=O.[CH2:4]([N:11]1[CH2:25][CH2:24][N:14]2[C:15]3[N:23]=[CH:22][CH:21]=[CH:20][C:16]=3[NH:17][CH2:18][CH2:19][CH:13]2[CH2:12]1)[C:5]1[CH:10]=[CH:9][CH:8]=[CH:7][CH:6]=1.[CH2:26]=O. The catalyst class is: 2.